From a dataset of Experimentally validated miRNA-target interactions with 360,000+ pairs, plus equal number of negative samples. Binary Classification. Given a miRNA mature sequence and a target amino acid sequence, predict their likelihood of interaction. (1) The miRNA is cel-miR-1-3p with sequence UGGAAUGUAAAGAAGUAUGUA. The protein sequence of the target gene is MDMHCKADPFSAMHRHGGVNQLGGVFVNGRPLPDVVRQRIVELAHQGVRPCDISRQLRVSHGCVSKILGRYYETGSIKPGVIGGSKPKVATPKVVDKIAEYKRQNPTMFAWEIRDRLLAEGICDNDTVPSVSSINRIIRTKVQQPFHPTPDGAGTGVTAPGHTIVPSTASPPVSSASNDPVGSYSINGILGIPRSNGEKRKREEVEVYTDPAHIRGGGGLHLVWTLRDVSEGSVPNGDSQSGVDSLRKHLRADTFTQQQLEALDRVFERPSYPDVFQASEHIKSEQGNEYSLPALTPGLD.... Result: 0 (no interaction). (2) The miRNA is dme-miR-318-3p with sequence UCACUGGGCUUUGUUUAUCUCA. Result: 0 (no interaction). The protein sequence of the target gene is MPCARGSWLAKLSIVAQLINFGAFCHGRQTQPWPVRFPDPRQEHFIKSLPEYHIVSPVQVDAGGHVLSYGLHHPVTSSRKKRAAGGSGDQLYYRISHEEKDLFFNLTVNWEFLSNGYVVEKRYGNLSHVKMVASSGQPCHLRGTVLQQGTTVGIGTAALSACQGLTGFFHLPHGDFFIEPVKKHPLTEEGSYPHVVYRRQSIRAPETKEPICGLKDSLDNSVKQELQREKWERKTLRSRSLSRRSISKERWVETLVVADTKTVEYHGSENVESYILTIMNMVTGLFHSPSIGNLVHIVVV.... (3) The miRNA is hsa-miR-937-3p with sequence AUCCGCGCUCUGACUCUCUGCC. The protein sequence of the target gene is MWLLGPLCLLLSSTAESQLLPGNNFTNECNIPGNFMCSNGRCIPGAWQCDGLPDCFDKSDEKECPKAKSKCGPTFFPCASGIHCIIGRFRCNGFEDCPDGSDEENCTANPLLCSTARYHCRNGLCIDKSFICDGQNNCQDNSDEESCESSLEPGSGQVFVTSENQLVYYPSITYAIIGSSVIFVLVVALLALVLHHQRKRNNLMTLPVHRLQHPVLLSRLVVLDHPHHCNVTYNVNNGVQYVATQAEQNASEVGSPPSYSEALLDQRPAWYDLPPPPYSSDTESLNQADLPPYRSRSGSA.... Result: 0 (no interaction). (4) The miRNA is hsa-miR-300 with sequence UAUACAAGGGCAGACUCUCUCU. The protein sequence of the target gene is MSTGDSFETRFEKMDNLLRDPKSEVNSDCLLDGLDALVYDLDFPALRKNKNIDNFLSRYKDTINKIRDLRMKAEDYEVVKVIGRGAFGEVQLVRHKSTRKVYAMKLLSKFEMIKRSDSAFFWEERDIMAFANSPWVVQLFYAFQDDRYLYMVMEYMPGGDLVNLMSNYDVPEKWARFYTAEVVLALDAIHSMGFIHRDVKPDNMLLDKSGHLKLADFGTCMKMNKEGMVRCDTAVGTPDYISPEVLKSQGGDGYYGRECDWWSVGVFLYEMLVGDTPFYADSLVGTYSKIMNHKNSLTFP.... Result: 1 (interaction). (5) The miRNA is hsa-miR-3681-3p with sequence ACACAGUGCUUCAUCCACUACU. The protein sequence of the target gene is MLPLSIKDDEYKPPKFNLFGKISGWFRSILSDKTSRNLFFFLCLNLSFAFVELLYGIWSNCLGLISDSFHMFFDSTAILAGLAASVISKWRDNDAFSYGYVRAEVLAGFVNGLFLIFTAFFIFSEGVERALAPPDVHHERLLLVSILGFVVNLVGIFVFNHGGHGHSHGSGHGHSHSLFNGALDHSHGHEDHCHSHEAKHGAAHSHDHDHAHGHGHLHSHDGPSFKATAGPSRQILQGVFLHILADTLGSIGVIASAIMMQNFGLMIADPICSILIAILIVVSVIPLLRESVGILMQRTP.... Result: 0 (no interaction).